Dataset: Catalyst prediction with 721,799 reactions and 888 catalyst types from USPTO. Task: Predict which catalyst facilitates the given reaction. (1) Reactant: [Cl:1][C:2]1[CH:3]=[C:4]([NH:9][C:10]2[C:19]3[C:14](=[C:15]([O:23][CH3:24])[CH:16]=[C:17]([N+:20]([O-])=O)[CH:18]=3)[N:13]=[CH:12][C:11]=2[C:25]#[N:26])[CH:5]=[CH:6][C:7]=1[F:8].O.O.[Sn](Cl)(Cl)(Cl)Cl.C([O-])(O)=O.[Na+]. Product: [NH2:20][C:17]1[CH:18]=[C:19]2[C:14](=[C:15]([O:23][CH3:24])[CH:16]=1)[N:13]=[CH:12][C:11]([C:25]#[N:26])=[C:10]2[NH:9][C:4]1[CH:5]=[CH:6][C:7]([F:8])=[C:2]([Cl:1])[CH:3]=1. The catalyst class is: 40. (2) Reactant: [Cl:1][C:2]1[C:3]([C:47](=[O:57])[N:48]([CH2:53][CH2:54][CH2:55][CH3:56])[CH2:49][CH2:50][CH2:51][CH3:52])=[N:4][N:5]([C:8]2[CH:34]=[CH:33][C:11]([C:12]([NH:14][S:15]([C:18]3[CH:27]=[C:26]4[C:21]([CH:22]=[CH:23][CH:24]=[C:25]4[C:28]([O:30]CC)=[O:29])=[CH:20][CH:19]=3)(=[O:17])=[O:16])=[O:13])=[CH:10][C:9]=2[C:35]([N:37]2[CH2:46][CH2:45][C:44]3[C:39](=[CH:40][CH:41]=[CH:42][CH:43]=3)[CH2:38]2)=[O:36])[C:6]=1[CH3:7].[Li+].[OH-]. Product: [Cl:1][C:2]1[C:3]([C:47](=[O:57])[N:48]([CH2:53][CH2:54][CH2:55][CH3:56])[CH2:49][CH2:50][CH2:51][CH3:52])=[N:4][N:5]([C:8]2[CH:34]=[CH:33][C:11]([C:12]([NH:14][S:15]([C:18]3[CH:27]=[C:26]4[C:21]([CH:22]=[CH:23][CH:24]=[C:25]4[C:28]([OH:30])=[O:29])=[CH:20][CH:19]=3)(=[O:17])=[O:16])=[O:13])=[CH:10][C:9]=2[C:35]([N:37]2[CH2:46][CH2:45][C:44]3[C:39](=[CH:40][CH:41]=[CH:42][CH:43]=3)[CH2:38]2)=[O:36])[C:6]=1[CH3:7]. The catalyst class is: 301. (3) Reactant: [C:1]([C:3]1[C:4]([N:10]=[CH:11][N:12](C)C)=[N:5][C:6]([CH3:9])=[CH:7][CH:8]=1)#[N:2].[CH2:15]([O:22][C:23]1[CH:28]=[CH:27][C:26]([S:29][C:30]2[CH:35]=[CH:34][C:33]([N+:36]([O-:38])=[O:37])=[CH:32][C:31]=2N)=[CH:25][CH:24]=1)[C:16]1[CH:21]=[CH:20][CH:19]=[CH:18][CH:17]=1. Product: [CH2:15]([O:22][C:23]1[CH:28]=[CH:27][C:26]([S:29][C:30]2[CH:31]=[CH:32][C:33]([N+:36]([O-:38])=[O:37])=[CH:34][C:35]=2[NH:2][C:1]2[C:3]3[CH:8]=[CH:7][C:6]([CH3:9])=[N:5][C:4]=3[N:10]=[CH:11][N:12]=2)=[CH:25][CH:24]=1)[C:16]1[CH:17]=[CH:18][CH:19]=[CH:20][CH:21]=1. The catalyst class is: 15. (4) Reactant: [NH2:1][C:2]1[CH:7]=[CH:6][CH:5]=[CH:4][C:3]=1[CH:8]1[N:13]2[N:14]=[C:15]([C:19]3[CH:24]=[CH:23][C:22]([OH:25])=[CH:21][CH:20]=3)[C:16]([C:17]#[N:18])=[C:12]2[NH:11][CH2:10][CH2:9]1.C([O-])([O-])=O.[K+].[K+].[C:32](Cl)([O:34][CH2:35][C:36]1[CH:41]=[CH:40][CH:39]=[CH:38][CH:37]=1)=[O:33]. Product: [C:17]([C:16]1[C:15]([C:19]2[CH:20]=[CH:21][C:22]([OH:25])=[CH:23][CH:24]=2)=[N:14][N:13]2[CH:8]([C:3]3[CH:4]=[CH:5][CH:6]=[CH:7][C:2]=3[NH:1][C:32](=[O:33])[O:34][CH2:35][C:36]3[CH:41]=[CH:40][CH:39]=[CH:38][CH:37]=3)[CH2:9][CH2:10][NH:11][C:12]=12)#[N:18]. The catalyst class is: 1. (5) Reactant: CCN(C(C)C)C(C)C.[NH2:10][CH2:11][C:12]1([OH:28])[C:18]2[CH:19]=[C:20]([F:23])[CH:21]=[CH:22][C:17]=2[S:16][C:15]2[CH:24]=[CH:25][CH:26]=[CH:27][C:14]=2[CH2:13]1.[Br:29][CH2:30][C:31](Cl)=[O:32].O. Product: [Br:29][CH2:30][C:31]([NH:10][CH2:11][C:12]1([OH:28])[C:18]2[CH:19]=[C:20]([F:23])[CH:21]=[CH:22][C:17]=2[S:16][C:15]2[CH:24]=[CH:25][CH:26]=[CH:27][C:14]=2[CH2:13]1)=[O:32]. The catalyst class is: 2. (6) Reactant: [Br:1][C:2]1[CH:15]=[CH:14][CH:13]=[C:12]2[C:3]=1[O:4][C:5]1[CH:6]=[CH:7][C:8]([N+:17]([O-:19])=[O:18])=[CH:9][C:10]=1[C:11]2=O.C(O)C. Product: [Br:1][C:2]1[CH:15]=[CH:14][CH:13]=[C:12]2[C:3]=1[O:4][C:5]1[CH:6]=[CH:7][C:8]([N+:17]([O-:19])=[O:18])=[CH:9][C:10]=1[CH2:11]2. The catalyst class is: 7. (7) Reactant: CC(C)([O-])C.[K+].C1(S([CH:16]2[CH2:20][C:19]3([CH2:24][CH2:23][N:22]([CH3:25])[C:21]3=[O:26])[NH:18][CH:17]2[C:27]2[CH:32]=[C:31]([C:33]3[CH:38]=[CH:37][C:36]([C:39]([F:42])([F:41])[F:40])=[CH:35][CH:34]=3)[CH:30]=[C:29]([CH3:43])[N:28]=2)(=O)=O)C=CC=CC=1.C(O)(=O)C. Product: [CH3:25][N:22]1[CH2:23][CH2:24][C:19]2([N:18]=[C:17]([C:27]3[CH:32]=[C:31]([C:33]4[CH:34]=[CH:35][C:36]([C:39]([F:42])([F:41])[F:40])=[CH:37][CH:38]=4)[CH:30]=[C:29]([CH3:43])[N:28]=3)[CH2:16][CH2:20]2)[C:21]1=[O:26]. The catalyst class is: 1. (8) Reactant: C[O:2][C:3]([C:5]1[S:9][C:8]([CH2:10][CH2:11][C:12]2[C:13]([C:18]3[CH:23]=[CH:22][CH:21]=[CH:20][N:19]=3)=[N:14][O:15][C:16]=2[CH3:17])=[N:7][C:6]=1[CH3:24])=[O:4].O.[OH-].[Li+].CO. Product: [CH3:24][C:6]1[N:7]=[C:8]([CH2:10][CH2:11][C:12]2[C:13]([C:18]3[CH:23]=[CH:22][CH:21]=[CH:20][N:19]=3)=[N:14][O:15][C:16]=2[CH3:17])[S:9][C:5]=1[C:3]([OH:4])=[O:2]. The catalyst class is: 20.